Predict the product of the given reaction. From a dataset of Forward reaction prediction with 1.9M reactions from USPTO patents (1976-2016). (1) Given the reactants C([O:3][C:4](=[O:38])[C@@H:5]([NH:15][C:16]([C:18]1[CH:37]=[CH:36][C:21]2[N:22]([CH:30]3[CH2:35][CH2:34][CH2:33][CH2:32][CH2:31]3)[C:23]([C:25]3[CH:29]=[CH:28][O:27][CH:26]=3)=[N:24][C:20]=2[CH:19]=1)=[O:17])[CH2:6][C:7]1[CH:12]=[CH:11][C:10]([C:13]#[N:14])=[CH:9][CH:8]=1)C.C(=O)([O-])[O-:40].[K+].[K+], predict the reaction product. The product is: [C:13]([C:10]1[CH:11]=[CH:12][C:7]([CH2:6][C@H:5]([NH:15][C:16]([C:18]2[CH:37]=[CH:36][C:21]3[N:22]([CH:30]4[CH2:35][CH2:34][CH2:33][CH2:32][CH2:31]4)[C:23]([C:25]4[CH:29]=[CH:28][O:27][CH:26]=4)=[N:24][C:20]=3[CH:19]=2)=[O:17])[C:4]([OH:3])=[O:38])=[CH:8][CH:9]=1)(=[O:40])[NH2:14]. (2) Given the reactants [Si:1]([O:8][C@@H:9]([CH2:14][N:15]([C:20]1[CH:25]=[CH:24][C:23]([O:26][C:27]2[CH:32]=[CH:31][C:30]([Cl:33])=[CH:29][CH:28]=2)=[CH:22][CH:21]=1)[S:16]([CH3:19])(=[O:18])=[O:17])[C:10]([O:12]C)=[O:11])([C:4]([CH3:7])([CH3:6])[CH3:5])([CH3:3])[CH3:2].[Li+].[OH-].CCOC(C)=O.O.Cl, predict the reaction product. The product is: [Si:1]([O:8][C@@H:9]([CH2:14][N:15]([C:20]1[CH:21]=[CH:22][C:23]([O:26][C:27]2[CH:32]=[CH:31][C:30]([Cl:33])=[CH:29][CH:28]=2)=[CH:24][CH:25]=1)[S:16]([CH3:19])(=[O:17])=[O:18])[C:10]([OH:12])=[O:11])([C:4]([CH3:7])([CH3:6])[CH3:5])([CH3:3])[CH3:2]. (3) Given the reactants C(OC([N:11]1[CH2:19][C:18]2[C:13](=[CH:14][CH:15]=[C:16]([F:20])[CH:17]=2)[CH:12]1[C:21]1[CH:26]=[C:25]([Cl:27])[CH:24]=[CH:23][C:22]=1[O:28][CH2:29][C:30]([O:32][CH2:33][CH3:34])=[O:31])=O)C1C=CC=CC=1, predict the reaction product. The product is: [ClH:27].[CH2:33]([O:32][C:30](=[O:31])[CH2:29][O:28][C:22]1[CH:23]=[CH:24][C:25]([Cl:27])=[CH:26][C:21]=1[CH:12]1[C:13]2[C:18](=[CH:17][C:16]([F:20])=[CH:15][CH:14]=2)[CH2:19][NH:11]1)[CH3:34].